This data is from Catalyst prediction with 721,799 reactions and 888 catalyst types from USPTO. The task is: Predict which catalyst facilitates the given reaction. (1) Product: [CH2:1]([N:3]([CH2:36][CH3:37])[CH2:4][CH2:5][CH2:6][NH:7][C:8]1[N:9]=[C:10]([C:27]2[CH:28]=[C:29]([CH:33]=[CH:34][CH:35]=2)[C:30]([NH:46][CH:47]([CH3:52])[CH3:48])=[O:31])[C:11]2[CH:17]=[CH:16][C:15](=[O:18])[N:14]([C:19]3[C:24]([F:25])=[CH:23][CH:22]=[CH:21][C:20]=3[F:26])[C:12]=2[N:13]=1)[CH3:2]. Reactant: [CH2:1]([N:3]([CH2:36][CH3:37])[CH2:4][CH2:5][CH2:6][NH:7][C:8]1[N:9]=[C:10]([C:27]2[CH:28]=[C:29]([CH:33]=[CH:34][CH:35]=2)[C:30](O)=[O:31])[C:11]2[CH:17]=[CH:16][C:15](=[O:18])[N:14]([C:19]3[C:24]([F:25])=[CH:23][CH:22]=[CH:21][C:20]=3[F:26])[C:12]=2[N:13]=1)[CH3:2].CN(C(O[N:46]1N=N[C:48]2C=CC=[CH:52][C:47]1=2)=[N+](C)C)C.F[P-](F)(F)(F)(F)F.C(N(CC)CC)C.C(N)(C)C. The catalyst class is: 3. (2) Reactant: [NH2:1][C:2]1[CH:20]=[CH:19][C:5]([O:6][C:7]2[CH:12]=[CH:11][N:10]=[C:9]3[NH:13][CH:14]=[C:15]([CH2:16][CH2:17][OH:18])[C:8]=23)=[C:4]([F:21])[CH:3]=1.Cl[C:23]1[CH:28]=[C:27]([C:29]([F:32])([F:31])[F:30])[N:26]=[C:25]([NH2:33])[N:24]=1.Cl.[OH-].[Na+]. Product: [NH2:33][C:25]1[N:24]=[C:23]([NH:1][C:2]2[CH:20]=[CH:19][C:5]([O:6][C:7]3[CH:12]=[CH:11][N:10]=[C:9]4[NH:13][CH:14]=[C:15]([CH2:16][CH2:17][OH:18])[C:8]=34)=[C:4]([F:21])[CH:3]=2)[CH:28]=[C:27]([C:29]([F:32])([F:30])[F:31])[N:26]=1. The catalyst class is: 6. (3) Reactant: [F:1][C:2]1[CH:3]=[C:4]([N:15]2[CH2:19][CH:18]([CH2:20][NH:21][C:22](=[O:24])[CH3:23])[O:17][C:16]2=[O:25])[CH:5]=[CH:6][C:7]=1[N:8]1[CH:12]=[C:11]([CH2:13]O)[N:10]=[CH:9]1.[CH2:26]([N:28](CC)CC)C.CS(Cl)(=O)=O.[C-]#N.[K+]. Product: [C:26]([CH2:13][C:11]1[N:10]=[CH:9][N:8]([C:7]2[CH:6]=[CH:5][C:4]([N:15]3[CH2:19][C@H:18]([CH2:20][NH:21][C:22](=[O:24])[CH3:23])[O:17][C:16]3=[O:25])=[CH:3][C:2]=2[F:1])[CH:12]=1)#[N:28]. The catalyst class is: 124. (4) The catalyst class is: 42. Product: [ClH:59].[OH:13][NH:12][C:10]([C:7]1([S:20]([C:23]2[CH:24]=[CH:25][C:26]([C:29]3[CH:34]=[CH:33][C:32]([O:35][C:36]([F:41])([F:40])[CH:37]([F:39])[F:38])=[CH:31][CH:30]=3)=[CH:27][CH:28]=2)(=[O:22])=[O:21])[CH2:6][CH2:5][N:4]([CH:1]2[CH2:3][CH2:2]2)[CH2:9][CH2:8]1)=[O:11]. Reactant: [CH:1]1([N:4]2[CH2:9][CH2:8][C:7]([S:20]([C:23]3[CH:28]=[CH:27][C:26]([C:29]4[CH:34]=[CH:33][C:32]([O:35][C:36]([F:41])([F:40])[CH:37]([F:39])[F:38])=[CH:31][CH:30]=4)=[CH:25][CH:24]=3)(=[O:22])=[O:21])([C:10]([NH:12][O:13]C3CCCCO3)=[O:11])[CH2:6][CH2:5]2)[CH2:3][CH2:2]1.ON1C2C=CC=CC=2N=N1.C(N(CC)CC)C.[ClH:59].CN(C)CCCN=C=NCC.O1CCCCC1ON.